Dataset: CYP2D6 inhibition data for predicting drug metabolism from PubChem BioAssay. Task: Regression/Classification. Given a drug SMILES string, predict its absorption, distribution, metabolism, or excretion properties. Task type varies by dataset: regression for continuous measurements (e.g., permeability, clearance, half-life) or binary classification for categorical outcomes (e.g., BBB penetration, CYP inhibition). Dataset: cyp2d6_veith. (1) The result is 0 (non-inhibitor). The compound is CC(=O)Nc1ccc(NC(=O)Cn2c(-c3ccc(F)cc3)cnc2SCC(=O)Nc2c(C)cccc2C)cc1. (2) The compound is Cc1cc(C)n(CC(=O)N/N=C/c2ccc(C)o2)n1. The result is 0 (non-inhibitor). (3) The drug is COc1cc(Br)c(C(C)NC(=O)c2cccc(Br)c2)cc1OC. The result is 0 (non-inhibitor). (4) The drug is CC(C)(C)N(NC(=O)Nc1ccccc1)C(=O)c1ccccc1Cl. The result is 0 (non-inhibitor). (5) The drug is O=C(O)c1cc(-c2ccc3cc4c(cc3c2)OCO4)nc2ccccc12. The result is 0 (non-inhibitor). (6) The compound is Cc1[nH]n(-c2ccccc2)c(=O)c1CCOC(=O)c1cccc(C(F)(F)F)c1. The result is 0 (non-inhibitor).